Dataset: Peptide-MHC class II binding affinity with 134,281 pairs from IEDB. Task: Regression. Given a peptide amino acid sequence and an MHC pseudo amino acid sequence, predict their binding affinity value. This is MHC class II binding data. The peptide sequence is CVDAKMTEEDKENALSL. The MHC is DRB1_0405 with pseudo-sequence DRB1_0405. The binding affinity (normalized) is 0.304.